Dataset: Reaction yield outcomes from USPTO patents with 853,638 reactions. Task: Predict the reaction yield, written as a fraction of the theoretical maximum amount of product (1.0 means a 100% yield; for example, 0.34 means a 34% yield). (1) The reactants are C(OC(=O)[NH:7][CH2:8][C:9]1[CH:14]=[CH:13][CH:12]=[C:11]([C:15]2[CH:20]=[N:19][C:18]([C:21]([F:24])([F:23])[F:22])=[CH:17][N:16]=2)[CH:10]=1)(C)(C)C.FC(F)(F)C(O)=O. The catalyst is C(Cl)Cl. The product is [F:24][C:21]([F:22])([F:23])[C:18]1[N:19]=[CH:20][C:15]([C:11]2[CH:10]=[C:9]([CH:14]=[CH:13][CH:12]=2)[CH2:8][NH2:7])=[N:16][CH:17]=1. The yield is 0.880. (2) The reactants are CCCC[N+](CCCC)(CCCC)CCCC.[N-:18]=[N+:19]=[N-:20].[F:21][C:22]1[N:27]=[CH:26][C:25]([CH:28](O)[CH3:29])=[C:24]([I:31])[CH:23]=1. The catalyst is ClCCl. The product is [N:18]([CH:28]([C:25]1[C:24]([I:31])=[CH:23][C:22]([F:21])=[N:27][CH:26]=1)[CH3:29])=[N+:19]=[N-:20]. The yield is 0.780. (3) The reactants are [Cl:1][C:2]1[CH:32]=[CH:31][C:5]([CH2:6][C:7]2[N:11]3[N:12]=[C:13]([NH:23][C:24]4[CH:28]=[C:27]([CH3:29])[NH:26][N:25]=4)[CH:14]=[C:15]([CH2:16][N:17]4[CH2:22][CH2:21][O:20][CH2:19][CH2:18]4)[C:10]3=[N:9][C:8]=2[CH3:30])=[C:4]([F:33])[CH:3]=1.Cl. The catalyst is O1CCOCC1. The product is [ClH:1].[Cl:1][C:2]1[CH:32]=[CH:31][C:5]([CH2:6][C:7]2[N:11]3[N:12]=[C:13]([NH:23][C:24]4[CH:28]=[C:27]([CH3:29])[NH:26][N:25]=4)[CH:14]=[C:15]([CH2:16][N:17]4[CH2:18][CH2:19][O:20][CH2:21][CH2:22]4)[C:10]3=[N:9][C:8]=2[CH3:30])=[C:4]([F:33])[CH:3]=1. The yield is 1.02. (4) The reactants are Br[C:2]1[C:3]([CH3:19])=[C:4]([CH2:12][N:13]2[CH2:18][CH2:17][O:16][CH2:15][CH2:14]2)[N:5]2[C:10]=1[C:9]([NH2:11])=[N:8][CH:7]=[N:6]2.[F:20][C:21]1[CH:26]=[C:25](B2OC(C)(C)C(C)(C)O2)[C:24]([F:36])=[CH:23][C:22]=1[NH:37][C:38]([NH:40][C:41]1[CH:46]=[C:45]([C:47]([F:50])([F:49])[F:48])[CH:44]=[CH:43][C:42]=1[F:51])=[O:39].FC1C=CC(C(F)(F)F)=CC=1NC(NC1C=CC(B2OC(C)(C)C(C)(C)O2)=CC=1)=O. No catalyst specified. The product is [NH2:11][C:9]1[C:10]2=[C:2]([C:25]3[C:24]([F:36])=[CH:23][C:22]([NH:37][C:38]([NH:40][C:41]4[CH:46]=[C:45]([C:47]([F:48])([F:49])[F:50])[CH:44]=[CH:43][C:42]=4[F:51])=[O:39])=[C:21]([F:20])[CH:26]=3)[C:3]([CH3:19])=[C:4]([CH2:12][N:13]3[CH2:18][CH2:17][O:16][CH2:15][CH2:14]3)[N:5]2[N:6]=[CH:7][N:8]=1. The yield is 0.140. (5) The reactants are Br[C:2]1[C:7]2=[N:8][C:9]([C:12]([N:14]3[CH2:18][CH2:17][CH:16]([OH:19])[CH2:15]3)=[O:13])=[CH:10][N:11]=[C:6]2[CH:5]=[N:4][CH:3]=1.[F:20][C:21]([F:33])([F:32])[O:22][C:23]1[CH:24]=[C:25](B(O)O)[CH:26]=[CH:27][CH:28]=1.C(=O)([O-])[O-].[Cs+].[Cs+].O1CCOCC1. The catalyst is C1(P([C-]2C=CC=C2)C2C=CC=CC=2)C=CC=CC=1.[C-]1(P(C2C=CC=CC=2)C2C=CC=CC=2)C=CC=C1.[Fe+2].[Pd](Cl)Cl.O. The product is [OH:19][CH:16]1[CH2:17][CH2:18][N:14]([C:12]([C:9]2[N:8]=[C:7]3[C:2]([C:25]4[CH:26]=[CH:27][CH:28]=[C:23]([O:22][C:21]([F:20])([F:32])[F:33])[CH:24]=4)=[CH:3][N:4]=[CH:5][C:6]3=[N:11][CH:10]=2)=[O:13])[CH2:15]1. The yield is 0.450. (6) The reactants are C([O:4][CH2:5][C:6]([CH3:51])([CH3:50])[CH2:7][N:8]1[C:14]2[CH:15]=[CH:16][C:17]([Cl:19])=[CH:18][C:13]=2[C@@H:12]([C:20]2[CH:25]=[CH:24][CH:23]=[C:22]([O:26][CH3:27])[C:21]=2[O:28][CH3:29])[O:11][C@H:10]([CH2:30][C:31]([NH:33][C:34]2[CH:35]=[C:36]([CH2:42][CH2:43][C:44]([O:46]CC)=[O:45])[CH:37]=[CH:38][C:39]=2[O:40][CH3:41])=[O:32])[C:9]1=[O:49])(=O)C.[OH-].[Na+].C(O)C. The catalyst is O. The product is [Cl:19][C:17]1[CH:16]=[CH:15][C:14]2[N:8]([CH2:7][C:6]([CH3:50])([CH3:51])[CH2:5][OH:4])[C:9](=[O:49])[C@@H:10]([CH2:30][C:31]([NH:33][C:34]3[CH:35]=[C:36]([CH2:42][CH2:43][C:44]([OH:46])=[O:45])[CH:37]=[CH:38][C:39]=3[O:40][CH3:41])=[O:32])[O:11][C@H:12]([C:20]3[CH:25]=[CH:24][CH:23]=[C:22]([O:26][CH3:27])[C:21]=3[O:28][CH3:29])[C:13]=2[CH:18]=1. The yield is 0.960. (7) The reactants are Cl[C:2]1[CH:7]=[CH:6][C:5]([C:8](=[O:12])[C:9](=[O:11])[CH3:10])=[CH:4][CH:3]=1.[F-].[K+].C1(P(C2CCCCC2)C2C=CC=CC=2C2C=CC=CC=2)CCCCC1.[CH3:40][S:41]([C:44]1[CH:45]=[C:46](B(O)O)[CH:47]=[CH:48][CH:49]=1)(=[O:43])=[O:42]. The catalyst is C1COCC1.CCOC(C)=O.C([O-])(=O)C.[Pd+2].C([O-])(=O)C. The product is [CH3:40][S:41]([C:44]1[CH:49]=[C:48]([C:2]2[CH:7]=[CH:6][C:5]([C:8](=[O:12])[C:9](=[O:11])[CH3:10])=[CH:4][CH:3]=2)[CH:47]=[CH:46][CH:45]=1)(=[O:43])=[O:42]. The yield is 0.200.